From a dataset of Catalyst prediction with 721,799 reactions and 888 catalyst types from USPTO. Predict which catalyst facilitates the given reaction. (1) Reactant: Cl.[CH3:2][O:3][C:4](=[O:15])[C@H:5]([CH2:7][C:8]1[CH:13]=[CH:12][C:11]([OH:14])=[CH:10][CH:9]=1)[NH2:6].C(N(CC)CC)C.Cl.[C:24](Cl)(=[O:32])[CH2:25][CH2:26][CH2:27][CH2:28][CH2:29][CH2:30][CH3:31]. Product: [OH:14][C:11]1[CH:10]=[CH:9][C:8]([CH2:7][C@H:5]([NH:6][C:24](=[O:32])[CH2:25][CH2:26][CH2:27][CH2:28][CH2:29][CH2:30][CH3:31])[C:4]([O:3][CH3:2])=[O:15])=[CH:13][CH:12]=1. The catalyst class is: 229. (2) Reactant: P(Cl)(Cl)([Cl:3])=O.[CH2:6]([C:10]1[NH:11][C:12](=O)[C:13]2[NH:18][C:17]([CH3:19])=[CH:16][C:14]=2[N:15]=1)[CH2:7][CH2:8][CH3:9]. Product: [CH2:6]([C:10]1[N:11]=[C:12]([Cl:3])[C:13]2[NH:18][C:17]([CH3:19])=[CH:16][C:14]=2[N:15]=1)[CH2:7][CH2:8][CH3:9]. The catalyst class is: 10. (3) Reactant: [CH3:1][O:2][C:3]1[CH:4]=[C:5](/[C:11](=[CH:14]/[C:15]2[S:16][C:17]([N:20]3[CH2:25][CH2:24][CH:23]([OH:26])[CH2:22][CH2:21]3)=[CH:18][CH:19]=2)/[C:12]#[N:13])[CH:6]=[CH:7][C:8]=1[O:9][CH3:10].[CH2:27]([N:29]([CH2:33][CH3:34])[C:30](Cl)=[O:31])[CH3:28].CO. Product: [CH2:27]([N:29]([CH2:33][CH3:34])[C:30](=[O:31])[O:26][CH:23]1[CH2:22][CH2:21][N:20]([C:17]2[S:16][C:15](/[CH:14]=[C:11](\[C:12]#[N:13])/[C:5]3[CH:6]=[CH:7][C:8]([O:9][CH3:10])=[C:3]([O:2][CH3:1])[CH:4]=3)=[CH:19][CH:18]=2)[CH2:25][CH2:24]1)[CH3:28]. The catalyst class is: 17. (4) Reactant: [CH:1]1([C:6]2[CH:11]=[CH:10][C:9]([NH:12]C(=O)C)=[C:8]([N+:16]([O-])=O)[CH:7]=2)[CH2:5][CH2:4][CH2:3][CH2:2]1.[OH-].[Na+]. Product: [CH:1]1([C:6]2[CH:7]=[C:8]([NH2:16])[C:9]([NH2:12])=[CH:10][CH:11]=2)[CH2:2][CH2:3][CH2:4][CH2:5]1. The catalyst class is: 45. (5) Reactant: [Br:1][C:2]1[CH:3]=[CH:4][C:5]([F:9])=[C:6]([OH:8])[CH:7]=1.[H-].[Na+].[CH3:12][O:13][CH2:14]Cl. Product: [Br:1][C:2]1[CH:3]=[CH:4][C:5]([F:9])=[C:6]([O:8][CH2:12][O:13][CH3:14])[CH:7]=1. The catalyst class is: 3.